This data is from Full USPTO retrosynthesis dataset with 1.9M reactions from patents (1976-2016). The task is: Predict the reactants needed to synthesize the given product. (1) Given the product [C:1]([C@H:5]1[CH2:10][CH2:9][C@H:8]([O:11][C:12]2[CH:21]=[C:20]([CH3:22])[C:19]3[C:14](=[CH:15][CH:16]=[CH:17][CH:18]=3)[C:13]=2[CH2:23][N:33]2[CH2:34][CH2:35][CH:30]([C:28]([O:27][CH2:25][CH3:26])=[O:29])[CH2:31][CH2:32]2)[CH2:7][CH2:6]1)([CH3:4])([CH3:3])[CH3:2], predict the reactants needed to synthesize it. The reactants are: [C:1]([C@H:5]1[CH2:10][CH2:9][C@H:8]([O:11][C:12]2[CH:21]=[C:20]([CH3:22])[C:19]3[C:14](=[CH:15][CH:16]=[CH:17][CH:18]=3)[C:13]=2[CH:23]=O)[CH2:7][CH2:6]1)([CH3:4])([CH3:3])[CH3:2].[CH2:25]([O:27][C:28]([CH:30]1[CH2:35][CH2:34][NH:33][CH2:32][CH2:31]1)=[O:29])[CH3:26].C(O)C.C([BH3-])#N.[Na+]. (2) Given the product [OH:28][C@H:29]([C@H:30]([CH2:11][CH:12]=[C:5]([CH3:6])[CH3:7])[C:31]([O:33][CH3:34])=[O:32])[CH3:35], predict the reactants needed to synthesize it. The reactants are: C(N[CH:5]([CH3:7])[CH3:6])(C)C.C(=O)=O.[CH3:11][C:12](C)=O.C([Li])CCC.C([N-]C(C)C)(C)C.[Li+].[OH:28][C@@H:29]([CH3:35])[CH2:30][C:31]([O:33][CH3:34])=[O:32].BrCC=C(C)C.COCCOC.